This data is from Reaction yield outcomes from USPTO patents with 853,638 reactions. The task is: Predict the reaction yield, written as a fraction of the theoretical maximum amount of product (1.0 means a 100% yield; for example, 0.34 means a 34% yield). (1) The reactants are COCCN(S(F)(F)[F:11])CCOC.[CH3:14][O:15][C:16]([C@@:18]12[CH2:24][CH2:23][C@:22]1([CH2:25]O)[CH2:21][N:20]([C@@H:27]([C:29]1[CH:34]=[CH:33][CH:32]=[CH:31][CH:30]=1)[CH3:28])[C:19]2=[O:35])=[O:17].C(=O)(O)[O-].[Na+].C(OCC)(=O)C. The catalyst is ClCCl.O. The product is [CH3:14][O:15][C:16]([C@@:18]12[CH2:24][CH2:23][C@:22]1([CH2:25][F:11])[CH2:21][N:20]([C@@H:27]([C:29]1[CH:34]=[CH:33][CH:32]=[CH:31][CH:30]=1)[CH3:28])[C:19]2=[O:35])=[O:17]. The yield is 0.960. (2) The reactants are C([Si](C1C=CC=CC=1)(C1C=CC=CC=1)[O:6][CH2:7][CH2:8][O:9][C:10]1[CH:15]=[CH:14][C:13](/[CH:16]=[CH:17]/[C:18]([NH:20][S:21]([CH2:24][CH2:25][CH2:26][CH2:27][CH3:28])(=[O:23])=[O:22])=[O:19])=[C:12]([O:29][C:30]2[C:35]([Cl:36])=[CH:34][C:33]([C:37]([F:40])([F:39])[F:38])=[CH:32][N:31]=2)[CH:11]=1)(C)(C)C.[F-].C([N+](CCCC)(CCCC)CCCC)CCC.Cl. The catalyst is O1CCCC1.C(OCC)(=O)C. The product is [OH2:6].[Cl:36][C:35]1[C:30]([O:29][C:12]2[CH:11]=[C:10]([O:9][CH2:8][CH2:7][OH:6])[CH:15]=[CH:14][C:13]=2/[CH:16]=[CH:17]/[C:18]([NH:20][S:21]([CH2:24][CH2:25][CH2:26][CH2:27][CH3:28])(=[O:23])=[O:22])=[O:19])=[N:31][CH:32]=[C:33]([C:37]([F:39])([F:38])[F:40])[CH:34]=1. The yield is 0.690. (3) The reactants are [C:1]([C:3]([C:15]#[N:16])=[CH:4][C:5]1[CH:6]=[CH:7][C:8]([OH:14])=[C:9]([CH:13]=1)[C:10]([OH:12])=O)#[N:2].[F:17][C:18]([F:31])([F:30])[C:19]1[CH:20]=[C:21]([CH:23]=[C:24]([C:26]([F:29])([F:28])[F:27])[CH:25]=1)[NH2:22]. No catalyst specified. The product is [F:17][C:18]([F:30])([F:31])[C:19]1[CH:20]=[C:21]([NH:22][C:10](=[O:12])[C:9]2[CH:13]=[C:5]([CH:4]=[C:3]([C:1]#[N:2])[C:15]#[N:16])[CH:6]=[CH:7][C:8]=2[OH:14])[CH:23]=[C:24]([C:26]([F:27])([F:29])[F:28])[CH:25]=1. The yield is 0.0910. (4) The reactants are Br[C:2]1[CH:3]=[CH:4][C:5]([CH2:8][N:9]2[CH2:14][CH2:13][N:12]([C:15]([O:17][C:18]([CH3:21])([CH3:20])[CH3:19])=[O:16])[CH2:11][CH2:10]2)=[N:6][CH:7]=1.[F:22][C:23]1[CH:24]=[C:25](B(O)O)[CH:26]=[CH:27][CH:28]=1.C(=O)([O-])[O-].[K+].[K+].O1CCOCC1. The catalyst is O.C1C=CC([P]([Pd]([P](C2C=CC=CC=2)(C2C=CC=CC=2)C2C=CC=CC=2)([P](C2C=CC=CC=2)(C2C=CC=CC=2)C2C=CC=CC=2)[P](C2C=CC=CC=2)(C2C=CC=CC=2)C2C=CC=CC=2)(C2C=CC=CC=2)C2C=CC=CC=2)=CC=1. The product is [F:22][C:23]1[CH:28]=[C:27]([C:2]2[CH:3]=[CH:4][C:5]([CH2:8][N:9]3[CH2:14][CH2:13][N:12]([C:15]([O:17][C:18]([CH3:21])([CH3:20])[CH3:19])=[O:16])[CH2:11][CH2:10]3)=[N:6][CH:7]=2)[CH:26]=[CH:25][CH:24]=1. The yield is 0.920. (5) The reactants are S(=O)(=O)(O)O.[Cl:6][C:7]1[CH:15]=[C:11]([C:12]([OH:14])=[O:13])[C:10]([OH:16])=[CH:9][CH:8]=1.[C:17](OC(=O)C)(=[O:19])[CH3:18]. The yield is 0.930. The product is [C:17]([O:16][C:10]1[CH:9]=[CH:8][C:7]([Cl:6])=[CH:15][C:11]=1[C:12]([OH:14])=[O:13])(=[O:19])[CH3:18]. No catalyst specified. (6) The product is [Cl:19][C:16]1[CH:17]=[CH:18][C:13]([O:12][C:9]2[CH:8]=[CH:7][C:6]([CH2:5][CH2:4][O:3][C:1]3[NH:2][CH:35]=[C:34]([CH2:39][C:40]4[CH:41]=[N:42][C:43]([O:46][CH3:47])=[N:44][CH:45]=4)[C:32](=[O:33])[N:24]=3)=[CH:11][CH:10]=2)=[N:14][C:15]=1[C:20]([F:22])([F:23])[F:21]. The reactants are [C:1](=[NH:24])([O:3][CH2:4][CH2:5][C:6]1[CH:11]=[CH:10][C:9]([O:12][C:13]2[CH:18]=[CH:17][C:16]([Cl:19])=[C:15]([C:20]([F:23])([F:22])[F:21])[N:14]=2)=[CH:8][CH:7]=1)[NH2:2].FC(F)(F)C([O-])=O.[CH:32]([CH:34]([CH2:39][C:40]1[CH:41]=[N:42][C:43]([O:46][CH3:47])=[N:44][CH:45]=1)[C:35](OC)=O)=[O:33].C([O-])([O-])=O.[K+].[K+]. The yield is 0.0255. The catalyst is O1CCOCC1.